From a dataset of NCI-60 drug combinations with 297,098 pairs across 59 cell lines. Regression. Given two drug SMILES strings and cell line genomic features, predict the synergy score measuring deviation from expected non-interaction effect. (1) Drug 1: CCC(=C(C1=CC=CC=C1)C2=CC=C(C=C2)OCCN(C)C)C3=CC=CC=C3.C(C(=O)O)C(CC(=O)O)(C(=O)O)O. Drug 2: CCC1(CC2CC(C3=C(CCN(C2)C1)C4=CC=CC=C4N3)(C5=C(C=C6C(=C5)C78CCN9C7C(C=CC9)(C(C(C8N6C)(C(=O)OC)O)OC(=O)C)CC)OC)C(=O)OC)O.OS(=O)(=O)O. Cell line: MOLT-4. Synergy scores: CSS=48.0, Synergy_ZIP=33.0, Synergy_Bliss=37.4, Synergy_Loewe=24.6, Synergy_HSA=26.9. (2) Drug 1: CCC(=C(C1=CC=CC=C1)C2=CC=C(C=C2)OCCN(C)C)C3=CC=CC=C3.C(C(=O)O)C(CC(=O)O)(C(=O)O)O. Drug 2: C1CN(CCN1C(=O)CCBr)C(=O)CCBr. Cell line: LOX IMVI. Synergy scores: CSS=30.2, Synergy_ZIP=-6.72, Synergy_Bliss=2.99, Synergy_Loewe=-1.81, Synergy_HSA=1.45. (3) Drug 1: C1=CC(=C2C(=C1NCCNCCO)C(=O)C3=C(C=CC(=C3C2=O)O)O)NCCNCCO. Drug 2: CC1CCCC2(C(O2)CC(NC(=O)CC(C(C(=O)C(C1O)C)(C)C)O)C(=CC3=CSC(=N3)C)C)C. Cell line: SNB-19. Synergy scores: CSS=45.1, Synergy_ZIP=1.80, Synergy_Bliss=1.79, Synergy_Loewe=1.25, Synergy_HSA=1.89. (4) Drug 1: C#CCC(CC1=CN=C2C(=N1)C(=NC(=N2)N)N)C3=CC=C(C=C3)C(=O)NC(CCC(=O)O)C(=O)O. Drug 2: CN(C(=O)NC(C=O)C(C(C(CO)O)O)O)N=O. Cell line: SN12C. Synergy scores: CSS=-6.15, Synergy_ZIP=2.00, Synergy_Bliss=-2.04, Synergy_Loewe=-4.13, Synergy_HSA=-7.12.